Dataset: Forward reaction prediction with 1.9M reactions from USPTO patents (1976-2016). Task: Predict the product of the given reaction. (1) Given the reactants [CH3:1][C:2]1[N:7]=[C:6]([NH:8][C:9]2[C:14]([CH3:15])=[CH:13][C:12]([CH3:16])=[CH:11][C:10]=2[CH3:17])[C:5]([S:18]([C:21]2[CH:28]=[CH:27][C:24]([CH:25]=[O:26])=[CH:23][CH:22]=2)(=[O:20])=[O:19])=[CH:4][CH:3]=1.[C:29]1([Mg]Br)[CH:34]=[CH:33][CH:32]=[CH:31][CH:30]=1, predict the reaction product. The product is: [CH3:1][C:2]1[N:7]=[C:6]([NH:8][C:9]2[C:14]([CH3:15])=[CH:13][C:12]([CH3:16])=[CH:11][C:10]=2[CH3:17])[C:5]([S:18]([C:21]2[CH:22]=[CH:23][C:24]([CH:25]([C:29]3[CH:34]=[CH:33][CH:32]=[CH:31][CH:30]=3)[OH:26])=[CH:27][CH:28]=2)(=[O:20])=[O:19])=[CH:4][CH:3]=1. (2) Given the reactants F[C:2]1[CH:7]=[CH:6][C:5]([N+:8]([O-:10])=[O:9])=[C:4]([O:11][CH3:12])[CH:3]=1.[N:13]1([CH:18]2[CH2:23][CH2:22][NH:21][CH2:20][CH2:19]2)[CH2:17][CH2:16][CH2:15][CH2:14]1.C(N(C(C)C)CC)(C)C, predict the reaction product. The product is: [CH3:12][O:11][C:4]1[CH:3]=[C:2]([N:21]2[CH2:22][CH2:23][CH:18]([N:13]3[CH2:17][CH2:16][CH2:15][CH2:14]3)[CH2:19][CH2:20]2)[CH:7]=[CH:6][C:5]=1[N+:8]([O-:10])=[O:9]. (3) Given the reactants [CH3:1][C:2]([N:6]1[C:18]2[CH:17]=[CH:16][CH:15]=[CH:14][C:13]=2[C:12]2[C:7]1=[CH:8][CH:9]=[CH:10][CH:11]=2)([C:4]#[CH:5])[CH3:3].N1C2C(=CC=CC=2)C=CC=1, predict the reaction product. The product is: [CH3:3][C:2]([N:6]1[C:18]2[CH:17]=[CH:16][CH:15]=[CH:14][C:13]=2[C:12]2[C:7]1=[CH:8][CH:9]=[CH:10][CH:11]=2)([CH:4]=[CH2:5])[CH3:1].